From a dataset of Forward reaction prediction with 1.9M reactions from USPTO patents (1976-2016). Predict the product of the given reaction. (1) The product is: [Cl:2][C:3]1[CH:8]=[CH:7][C:6]([C:9]2[S:13][C:12]([C:14]([NH2:1])=[O:15])=[N:11][C:10]=2[C:19]2[CH:24]=[CH:23][C:22]([Cl:25])=[CH:21][C:20]=2[Cl:26])=[CH:5][CH:4]=1. Given the reactants [NH3:1].[Cl:2][C:3]1[CH:8]=[CH:7][C:6]([C:9]2[S:13][C:12]([C:14](OCC)=[O:15])=[N:11][C:10]=2[C:19]2[CH:24]=[CH:23][C:22]([Cl:25])=[CH:21][C:20]=2[Cl:26])=[CH:5][CH:4]=1.[Na], predict the reaction product. (2) The product is: [NH2:21][C:20]1[N:12]([CH:10]([C:2]2[NH:3][C:4]3[CH:9]=[CH:8][CH:7]=[CH:6][C:5]=3[N:1]=2)[CH3:11])[C:13](=[S:14])[NH:15][C:23](=[O:24])[CH:22]=1. Given the reactants [NH:1]1[C:5]2[CH:6]=[CH:7][CH:8]=[CH:9][C:4]=2[N:3]=[C:2]1[CH:10]([NH:12][C:13]([NH2:15])=[S:14])[CH3:11].[O-]CC.[Na+].[C:20]([CH2:22][C:23](OCC)=[O:24])#[N:21].S(=O)(=O)(O)O, predict the reaction product. (3) Given the reactants C(OC([N:8]([CH2:13][C:14]1[CH:48]=[CH:47][C:17]([C:18]([O:20][C@H:21]([C:32]2[CH:37]=[CH:36][C:35]([O:38][CH:39]([F:41])[F:40])=[C:34]([O:42][CH2:43][CH:44]3[CH2:46][CH2:45]3)[CH:33]=2)[CH2:22][C:23]2[C:28]([Cl:29])=[CH:27][N+:26]([O-:30])=[CH:25][C:24]=2[Cl:31])=[O:19])=[CH:16][C:15]=1[O:49][CH2:50][CH:51]1[CH2:53][CH2:52]1)[S:9]([CH3:12])(=[O:11])=[O:10])=O)(C)(C)C.Cl.CCOCC, predict the reaction product. The product is: [Cl:31][C:24]1[CH:25]=[N+:26]([O-:30])[CH:27]=[C:28]([Cl:29])[C:23]=1[CH2:22][C@@H:21]([C:32]1[CH:37]=[CH:36][C:35]([O:38][CH:39]([F:40])[F:41])=[C:34]([O:42][CH2:43][CH:44]2[CH2:45][CH2:46]2)[CH:33]=1)[O:20][C:18](=[O:19])[C:17]1[CH:47]=[CH:48][C:14]([CH2:13][NH:8][S:9]([CH3:12])(=[O:11])=[O:10])=[C:15]([O:49][CH2:50][CH:51]2[CH2:52][CH2:53]2)[CH:16]=1. (4) Given the reactants [C:1]([N:4]1[CH2:9][CH2:8][C:7]2[N:10]([CH2:21][CH:22]3[CH2:27][CH2:26][CH2:25][N:24](C(OC(C)(C)C)=O)[CH2:23]3)[N:11]=[C:12]([NH:13][C:14]3[CH:15]=[C:16]([CH3:20])[CH:17]=[CH:18][CH:19]=3)[C:6]=2[CH2:5]1)(=[O:3])[CH3:2].[ClH:35].CCOC(C)=O, predict the reaction product. The product is: [ClH:35].[NH:24]1[CH2:25][CH2:26][CH2:27][CH:22]([CH2:21][N:10]2[C:7]3[CH2:8][CH2:9][N:4]([C:1](=[O:3])[CH3:2])[CH2:5][C:6]=3[C:12]([NH:13][C:14]3[CH:15]=[C:16]([CH3:20])[CH:17]=[CH:18][CH:19]=3)=[N:11]2)[CH2:23]1. (5) Given the reactants [Br:1][C:2]1[CH:7]=[C:6]([C:8]([F:17])([C:13]([F:16])([F:15])[F:14])[C:9]([F:12])([F:11])[F:10])[CH:5]=[C:4]([Br:18])[C:3]=1[N:19]([CH3:40])[C:20]([C:22]1[C:23]([O:38][CH3:39])=[C:24]([N:28](C)[C:29]([C:31]2[CH:36]=[CH:35][N:34]=[CH:33][CH:32]=2)=[O:30])[CH:25]=[CH:26][CH:27]=1)=[O:21].ClC1C=CC=C(C(OO)=[O:49])C=1, predict the reaction product. The product is: [Br:1][C:2]1[CH:7]=[C:6]([C:8]([F:17])([C:13]([F:16])([F:15])[F:14])[C:9]([F:12])([F:11])[F:10])[CH:5]=[C:4]([Br:18])[C:3]=1[N:19]([CH3:40])[C:20]([C:22]1[C:23]([O:38][CH3:39])=[C:24]([NH:28][C:29]([C:31]2[CH:36]=[CH:35][N+:34]([O-:49])=[CH:33][CH:32]=2)=[O:30])[CH:25]=[CH:26][CH:27]=1)=[O:21]. (6) Given the reactants [C:1]([C:5]1[CH:10]=[CH:9][CH:8]=[CH:7][C:6]=1[O:11][CH2:12][C:13]#[CH:14])([CH3:4])([CH3:3])[CH3:2].[Cl:15]C1CC(=O)NC1=O, predict the reaction product. The product is: [C:1]([C:5]1[CH:10]=[CH:9][CH:8]=[CH:7][C:6]=1[O:11][CH2:12][C:13]#[C:14][Cl:15])([CH3:4])([CH3:3])[CH3:2]. (7) Given the reactants [F:1][C:2]1[CH:7]=[CH:6][C:5]([N:8]2[C:16]3[CH:15]=[C:14]([CH3:17])[C@:13]([CH2:19][CH2:20][C:21](NC4SC=NN=4)=[O:22])([CH3:18])[CH2:12][C:11]=3[CH:10]=[N:9]2)=[CH:4][CH:3]=1.[CH3:29][C:30]1[N:31]=[C:32]([NH2:36])[S:33][C:34]=1[CH3:35], predict the reaction product. The product is: [CH3:29][C:30]1[N:31]=[C:32]([NH:36][C:21](=[O:22])[CH2:20][CH2:19][C@:13]2([CH3:18])[C:14]([CH3:17])=[CH:15][C:16]3[N:8]([C:5]4[CH:4]=[CH:3][C:2]([F:1])=[CH:7][CH:6]=4)[N:9]=[CH:10][C:11]=3[CH2:12]2)[S:33][C:34]=1[CH3:35]. (8) Given the reactants [OH:1][C:2]1[CH:7]=[CH:6][NH:5][C:4](=[O:8])[CH:3]=1.[BrH:9].[Br:10]Br, predict the reaction product. The product is: [Br:9][C:3]1[C:4](=[O:8])[NH:5][CH:6]=[C:7]([Br:10])[C:2]=1[OH:1]. (9) Given the reactants [F:1][C:2]([F:7])([F:6])[C:3]([OH:5])=[O:4].[F:8][C:9]([F:14])([F:13])[C:10]([OH:12])=[O:11].FC(F)(F)C(O)=O.[Cl:22][C:23]1[CH:24]=[N:25][C:26]2[NH:27][C:28]3[CH:29]=[N:30][CH:31]=[C:32]([CH:53]=3)[CH2:33][CH2:34][C:35]3[CH:43]=[C:39]([NH:40][C:41]=1[N:42]=2)[CH:38]=[CH:37][C:36]=3[O:44][CH2:45][CH2:46][CH:47]1[CH2:52][CH2:51][NH:50][CH2:49][CH2:48]1.[N:54]([C:57]1[C:58]([CH3:63])=[N:59][O:60][C:61]=1[CH3:62])=[C:55]=[O:56], predict the reaction product. The product is: [F:1][C:2]([F:7])([F:6])[C:3]([OH:5])=[O:4].[F:8][C:9]([F:14])([F:13])[C:10]([OH:12])=[O:11].[Cl:22][C:23]1[CH:24]=[N:25][C:26]2[NH:27][C:28]3[CH:29]=[N:30][CH:31]=[C:32]([CH:53]=3)[CH2:33][CH2:34][C:35]3[CH:43]=[C:39]([NH:40][C:41]=1[N:42]=2)[CH:38]=[CH:37][C:36]=3[O:44][CH2:45][CH2:46][CH:47]1[CH2:48][CH2:49][N:50]([C:55]([NH:54][C:57]2[C:58]([CH3:63])=[N:59][O:60][C:61]=2[CH3:62])=[O:56])[CH2:51][CH2:52]1.